Dataset: Catalyst prediction with 721,799 reactions and 888 catalyst types from USPTO. Task: Predict which catalyst facilitates the given reaction. (1) Reactant: I[C:2]1[CH:10]=[CH:9][N:8]=[C:7]2[C:3]=1[CH:4]=[N:5][NH:6]2.C([Mg]Cl)(C)C.CON(C)[C:19]([C:21]1[C:26]([NH:27][S:28]([C:31]2[CH:36]=[CH:35][C:34]([Cl:37])=[C:33]([C:38]([F:41])([F:40])[F:39])[CH:32]=2)(=[O:30])=[O:29])=[CH:25][C:24]([Cl:42])=[CH:23][N:22]=1)=[O:20]. Product: [Cl:37][C:34]1[CH:35]=[CH:36][C:31]([S:28]([NH:27][C:26]2[C:21]([C:19]([C:2]3[C:3]4[CH:4]=[N:5][NH:6][C:7]=4[N:8]=[CH:9][CH:10]=3)=[O:20])=[N:22][CH:23]=[C:24]([Cl:42])[CH:25]=2)(=[O:30])=[O:29])=[CH:32][C:33]=1[C:38]([F:39])([F:41])[F:40]. The catalyst class is: 1. (2) Reactant: [CH3:1][O:2][CH2:3][CH2:4][OH:5].C(N(CC)CC)C.[CH3:13][S:14](Cl)(=[O:16])=[O:15]. Product: [CH3:1][O:2][CH2:3][CH2:4][O:5][S:14]([CH3:13])(=[O:16])=[O:15]. The catalyst class is: 4.